Dataset: Peptide-MHC class I binding affinity with 185,985 pairs from IEDB/IMGT. Task: Regression. Given a peptide amino acid sequence and an MHC pseudo amino acid sequence, predict their binding affinity value. This is MHC class I binding data. (1) The peptide sequence is VVYRGTTTY. The MHC is HLA-A26:01 with pseudo-sequence HLA-A26:01. The binding affinity (normalized) is 0.0847. (2) The peptide sequence is DLSLGNQEL. The MHC is BoLA-T2C with pseudo-sequence BoLA-T2C. The binding affinity (normalized) is 0.797. (3) The peptide sequence is MYIFFASFY. The MHC is HLA-A29:02 with pseudo-sequence HLA-A29:02. The binding affinity (normalized) is 1.00. (4) The peptide sequence is DGAEGINPY. The MHC is HLA-A02:01 with pseudo-sequence HLA-A02:01. The binding affinity (normalized) is 0.0847.